This data is from Peptide-MHC class I binding affinity with 185,985 pairs from IEDB/IMGT. The task is: Regression. Given a peptide amino acid sequence and an MHC pseudo amino acid sequence, predict their binding affinity value. This is MHC class I binding data. (1) The peptide sequence is IDKKGKVVGL. The MHC is HLA-B08:01 with pseudo-sequence HLA-B08:01. The binding affinity (normalized) is 0.120. (2) The peptide sequence is KSKPRIHGY. The MHC is HLA-B46:01 with pseudo-sequence HLA-B46:01. The binding affinity (normalized) is 0.0847. (3) The peptide sequence is LSLSLGAHQK. The MHC is HLA-A01:01 with pseudo-sequence HLA-A01:01. The binding affinity (normalized) is 0. (4) The peptide sequence is WEQWWTDYW. The MHC is Mamu-A70103 with pseudo-sequence Mamu-A70103. The binding affinity (normalized) is 0.107.